Dataset: Reaction yield outcomes from USPTO patents with 853,638 reactions. Task: Predict the reaction yield, written as a fraction of the theoretical maximum amount of product (1.0 means a 100% yield; for example, 0.34 means a 34% yield). (1) The reactants are [CH:1]1[C:6]2[CH2:7][NH:8][CH2:9][CH2:10][S:11][C:5]=2[CH:4]=[CH:3][C:2]=1[NH2:12].Cl[C:14]1[N:19]=[C:18]([NH:20][C@@H:21]2[CH2:26][CH2:25][CH2:24][CH2:23][C@@H:22]2[NH:27][S:28]([CH3:31])(=[O:30])=[O:29])[C:17]([Cl:32])=[CH:16][N:15]=1. No catalyst specified. The product is [Cl:32][C:17]1[C:18]([NH:20][C@@H:21]2[CH2:26][CH2:25][CH2:24][CH2:23][C@H:22]2[NH:27][S:28]([CH3:31])(=[O:30])=[O:29])=[N:19][C:14]([NH:12][C:2]2[CH:3]=[CH:4][C:5]3[S:11][CH2:10][CH2:9][NH:8][CH2:7][C:6]=3[CH:1]=2)=[N:15][CH:16]=1. The yield is 0.850. (2) The reactants are [CH2:1]([O:3][C:4](=[O:31])[CH2:5][N:6]1[C:14]2[CH2:13][CH2:12][CH2:11][C@@H:10]([N:15]([S:17]([C:20]3[CH:25]=[C:24]([C:26]([F:29])([F:28])[F:27])[CH:23]=[C:22](Br)[CH:21]=3)(=[O:19])=[O:18])[CH3:16])[C:9]=2[CH:8]=[N:7]1)[CH3:2].C1([As](C2C=CC=CC=2)C2C=CC=CC=2)C=CC=CC=1.[CH2:51]([O:53]C([Sn](CCCC)(CCCC)CCCC)=C)[CH3:52].Cl. The catalyst is CN(C)C=O.C1C=CC(/C=C/C(/C=C/C2C=CC=CC=2)=O)=CC=1.C1C=CC(/C=C/C(/C=C/C2C=CC=CC=2)=O)=CC=1.C1C=CC(/C=C/C(/C=C/C2C=CC=CC=2)=O)=CC=1.[Pd].[Pd].O. The product is [CH2:1]([O:3][C:4](=[O:31])[CH2:5][N:6]1[C:14]2[CH2:13][CH2:12][CH2:11][C@@H:10]([N:15]([S:17]([C:20]3[CH:25]=[C:24]([C:26]([F:29])([F:28])[F:27])[CH:23]=[C:22]([C:51](=[O:53])[CH3:52])[CH:21]=3)(=[O:19])=[O:18])[CH3:16])[C:9]=2[CH:8]=[N:7]1)[CH3:2]. The yield is 0.864.